Dataset: Reaction yield outcomes from USPTO patents with 853,638 reactions. Task: Predict the reaction yield, written as a fraction of the theoretical maximum amount of product (1.0 means a 100% yield; for example, 0.34 means a 34% yield). The yield is 0.960. The reactants are [NH2:1][C@H:2]1[CH2:7][CH2:6][C@@H:5]([C:8]([OH:10])=[O:9])[CH2:4][CH2:3]1.[ClH:11].[CH3:12][CH2:13]O. The product is [ClH:11].[CH2:12]([O:9][C:8]([C@H:5]1[CH2:6][CH2:7][C@@H:2]([NH2:1])[CH2:3][CH2:4]1)=[O:10])[CH3:13]. No catalyst specified.